From a dataset of Reaction yield outcomes from USPTO patents with 853,638 reactions. Predict the reaction yield, written as a fraction of the theoretical maximum amount of product (1.0 means a 100% yield; for example, 0.34 means a 34% yield). (1) The reactants are O[CH:2]([C:28]1[C:37]2[C:32](=[CH:33][C:34]([O:38][CH3:39])=[CH:35][CH:36]=2)[N:31]=[CH:30][CH:29]=1)[C:3]1[CH:8]=[CH:7][C:6]([NH:9][C:10]([C:12]2[C:13](=[O:27])[N:14]([C:21]3[CH:26]=[CH:25][CH:24]=[CH:23][CH:22]=3)[N:15]([CH2:18][CH2:19][CH3:20])[C:16]=2[CH3:17])=[O:11])=[CH:5][CH:4]=1. The catalyst is C(O)=O.C(OCC)(=O)C.[Zn]. The product is [CH3:39][O:38][C:34]1[CH:33]=[C:32]2[C:37]([C:28]([CH2:2][C:3]3[CH:4]=[CH:5][C:6]([NH:9][C:10]([C:12]4[C:13](=[O:27])[N:14]([C:21]5[CH:26]=[CH:25][CH:24]=[CH:23][CH:22]=5)[N:15]([CH2:18][CH2:19][CH3:20])[C:16]=4[CH3:17])=[O:11])=[CH:7][CH:8]=3)=[CH:29][CH:30]=[N:31]2)=[CH:36][CH:35]=1. The yield is 0.250. (2) The reactants are [CH3:1][C:2]1[CH:11]=[C:10]([CH2:12][O:13][C:14]2[CH:19]=[CH:18][C:17]([S:20]([NH:23][C@H:24]3[CH2:28][CH2:27][CH2:26][C@H:25]3[C:29]([OH:31])=O)(=[O:22])=[O:21])=[CH:16][CH:15]=2)[C:9]2[C:4](=[CH:5][CH:6]=[CH:7][CH:8]=2)[N:3]=1.[NH2:32][OH:33]. No catalyst specified. The product is [OH:33][NH:32][C:29]([C@@H:25]1[CH2:26][CH2:27][CH2:28][C@@H:24]1[NH:23][S:20]([C:17]1[CH:18]=[CH:19][C:14]([O:13][CH2:12][C:10]2[C:9]3[C:4](=[CH:5][CH:6]=[CH:7][CH:8]=3)[N:3]=[C:2]([CH3:1])[CH:11]=2)=[CH:15][CH:16]=1)(=[O:22])=[O:21])=[O:31]. The yield is 0.690.